From a dataset of Full USPTO retrosynthesis dataset with 1.9M reactions from patents (1976-2016). Predict the reactants needed to synthesize the given product. The reactants are: F[C:2]1[C:7]([C:8]2[N:16]=[CH:15][N:14]=[C:13]3[C:9]=2[N:10]=[CH:11][N:12]3[CH:17]2[CH2:22][CH2:21][CH2:20][CH2:19][O:18]2)=[CH:6][CH:5]=[CH:4][N:3]=1.[NH2:23][C:24]1[C:25]([F:38])=[C:26]([NH:31][S:32]([CH2:35][CH2:36][CH3:37])(=[O:34])=[O:33])[CH:27]=[CH:28][C:29]=1[F:30].C[Si]([N-][Si](C)(C)C)(C)C.[Na+]. Given the product [F:38][C:25]1[C:24]([NH:23][C:2]2[C:7]([C:8]3[N:16]=[CH:15][N:14]=[C:13]4[C:9]=3[N:10]=[CH:11][N:12]4[CH:17]3[CH2:22][CH2:21][CH2:20][CH2:19][O:18]3)=[CH:6][CH:5]=[CH:4][N:3]=2)=[C:29]([F:30])[CH:28]=[CH:27][C:26]=1[NH:31][S:32]([CH2:35][CH2:36][CH3:37])(=[O:34])=[O:33], predict the reactants needed to synthesize it.